This data is from Reaction yield outcomes from USPTO patents with 853,638 reactions. The task is: Predict the reaction yield, written as a fraction of the theoretical maximum amount of product (1.0 means a 100% yield; for example, 0.34 means a 34% yield). (1) The reactants are [CH2:1]([C:3]1[CH:4]=[CH:5][C:6]([CH:9]=[CH2:10])=[N:7][CH:8]=1)[CH3:2].BrN1C(=[O:17])CCC1=O.[OH-].[Na+].[OH:21][C:22]1[CH:29]=[CH:28][C:25]([CH:26]=[O:27])=[CH:24][CH:23]=1. The catalyst is C(O)(C)(C)C.O.C1(C)C=CC=CC=1. The product is [CH2:1]([C:3]1[CH:4]=[CH:5][C:6]([CH:9]([OH:17])[CH2:10][O:21][C:22]2[CH:29]=[CH:28][C:25]([CH:26]=[O:27])=[CH:24][CH:23]=2)=[N:7][CH:8]=1)[CH3:2]. The yield is 0.840. (2) The reactants are [Cl:1][C:2]1[CH:16]=[C:15]([Cl:17])[CH:14]=[CH:13][C:3]=1[CH2:4][O:5][C:6]1[CH:11]=[CH:10][NH:9][C:8](=[O:12])[CH:7]=1.Br[C:19]1[CH:20]=[CH:21][C:22]2[C:23]3[CH2:33][CH2:32][N:31](C(OC(C)(C)C)=O)[CH2:30][CH2:29][C:24]=3[N:25]([CH3:28])[C:26]=2[CH:27]=1.OC1C=CC=C2C=1N=CC=C2.C([O-])([O-])=O.[Cs+].[Cs+].Cl. The catalyst is CS(C)=O.CCOCC.C(Cl)Cl.[Cu]I. The product is [Cl:1][C:2]1[CH:16]=[C:15]([Cl:17])[CH:14]=[CH:13][C:3]=1[CH2:4][O:5][C:6]1[CH:11]=[CH:10][N:9]([C:19]2[CH:20]=[CH:21][C:22]3[C:23]4[CH2:33][CH2:32][NH:31][CH2:30][CH2:29][C:24]=4[N:25]([CH3:28])[C:26]=3[CH:27]=2)[C:8](=[O:12])[CH:7]=1. The yield is 0.380.